Dataset: Catalyst prediction with 721,799 reactions and 888 catalyst types from USPTO. Task: Predict which catalyst facilitates the given reaction. (1) Reactant: [CH2:1]([SnH:5]([CH2:10][CH2:11][CH2:12][CH3:13])[CH2:6][CH2:7][CH2:8][CH3:9])[CH2:2][CH2:3][CH3:4].[Li+].CC([N-]C(C)C)C.Cl[C:23]1[N:28]=[C:27]([N:29]2[CH2:34][CH2:33][CH2:32][CH:31]([NH:35][C:36](=[O:42])[O:37][C:38]([CH3:41])([CH3:40])[CH3:39])[CH2:30]2)[CH:26]=[N:25][CH:24]=1. Product: [CH2:10]([Sn:5]([CH2:1][CH2:2][CH2:3][CH3:4])([CH2:6][CH2:7][CH2:8][CH3:9])[C:23]1[N:28]=[C:27]([N:29]2[CH2:34][CH2:33][CH2:32][CH:31]([NH:35][C:36](=[O:42])[O:37][C:38]([CH3:40])([CH3:39])[CH3:41])[CH2:30]2)[CH:26]=[N:25][CH:24]=1)[CH2:11][CH2:12][CH3:13]. The catalyst class is: 1. (2) Reactant: [CH3:1][P:2](=[O:13])([CH3:12])[C:3]1[CH:8]=[CH:7][C:6]([N+:9]([O-])=O)=[CH:5][CH:4]=1. Product: [CH3:12][P:2](=[O:13])([CH3:1])[C:3]1[CH:4]=[CH:5][C:6]([NH2:9])=[CH:7][CH:8]=1. The catalyst class is: 29. (3) Reactant: C[N:2](C)/[CH:3]=[CH:4]/[C:5]([C:7]1[C:16]2[C:11](=[CH:12][CH:13]=[C:14]([C:17]#[N:18])[CH:15]=2)[N:10]=[CH:9][CH:8]=1)=O.O.[NH2:21]N. Product: [NH:2]1[CH:3]=[CH:4][C:5]([C:7]2[C:16]3[C:11](=[CH:12][CH:13]=[C:14]([C:17]#[N:18])[CH:15]=3)[N:10]=[CH:9][CH:8]=2)=[N:21]1. The catalyst class is: 8. (4) Reactant: [NH2:1][C@@H:2]([CH2:16][CH:17]1[CH2:22][CH2:21][CH:20]([OH:23])[CH2:19][CH2:18]1)[CH2:3][N:4]([CH3:15])[C:5](=[O:14])[O:6][CH2:7][C:8]1[CH:13]=[CH:12][CH:11]=[CH:10][CH:9]=1.CCN(CC)CC.[CH3:31][C:32]([O:35][C:36](O[C:36]([O:35][C:32]([CH3:34])([CH3:33])[CH3:31])=[O:37])=[O:37])([CH3:34])[CH3:33]. Product: [OH:23][CH:20]1[CH2:21][CH2:22][CH:17]([CH2:16][C@H:2]([NH:1][C:36](=[O:37])[O:35][C:32]([CH3:34])([CH3:33])[CH3:31])[CH2:3][N:4]([CH3:15])[C:5]([O:6][CH2:7][C:8]2[CH:9]=[CH:10][CH:11]=[CH:12][CH:13]=2)=[O:14])[CH2:18][CH2:19]1. The catalyst class is: 2. (5) Reactant: [CH2:1]([O:3][C:4]1[CH:9]=[CH:8][C:7]([NH:10][C:11](=O)[CH2:12][NH:13][C:14]2[CH:19]=[CH:18][CH:17]=[CH:16][CH:15]=2)=[C:6]([NH:21][CH2:22][CH:23]([CH3:25])[CH3:24])[CH:5]=1)[CH3:2]. Product: [CH2:1]([O:3][C:4]1[CH:9]=[CH:8][C:7]2[N:10]=[C:11]([CH2:12][NH:13][C:14]3[CH:19]=[CH:18][CH:17]=[CH:16][CH:15]=3)[N:21]([CH2:22][CH:23]([CH3:25])[CH3:24])[C:6]=2[CH:5]=1)[CH3:2]. The catalyst class is: 52. (6) Reactant: [Br:1][C:2]1[CH:7]=[CH:6][C:5]([CH:8]([C:11](=[O:18])[C:12]2[CH:17]=[CH:16][N:15]=[CH:14][CH:13]=2)C#N)=[CH:4][CH:3]=1.C([O-])([O-])=O.[K+].[K+]. Product: [Br:1][C:2]1[CH:7]=[CH:6][C:5]([CH2:8][C:11]([C:12]2[CH:17]=[CH:16][N:15]=[CH:14][CH:13]=2)=[O:18])=[CH:4][CH:3]=1. The catalyst class is: 201. (7) Product: [C:1]([O:5][C:6]([N:8]1[C@@H:13]([CH:14]=[O:15])[CH2:12][O:11][C:10]([C:29]2[CH:30]=[CH:31][CH:32]=[CH:33][CH:34]=2)([C:23]2[CH:24]=[CH:25][CH:26]=[CH:27][CH:28]=2)[CH2:9]1)=[O:7])([CH3:4])([CH3:2])[CH3:3]. Reactant: [C:1]([O:5][C:6]([N:8]1[C@@H:13]([CH2:14][O:15]CC2C=CC=CC=2)[CH2:12][O:11][C:10]([C:29]2[CH:34]=[CH:33][CH:32]=[CH:31][CH:30]=2)([C:23]2[CH:28]=[CH:27][CH:26]=[CH:25][CH:24]=2)[CH2:9]1)=[O:7])([CH3:4])([CH3:3])[CH3:2].[H][H]. The catalyst class is: 63.